From a dataset of Full USPTO retrosynthesis dataset with 1.9M reactions from patents (1976-2016). Predict the reactants needed to synthesize the given product. (1) Given the product [CH3:2][O:3][CH2:4][CH2:5][O:6][C@@H:7]1[CH2:12][CH2:11][CH2:10][N:9]([CH2:26][C@@H:21]2[CH2:22][CH2:23][CH2:24][CH2:25][C@H:20]2[NH:19][C:18](=[O:28])[O:17][C:13]([CH3:16])([CH3:15])[CH3:14])[CH2:8]1, predict the reactants needed to synthesize it. The reactants are: Cl.[CH3:2][O:3][CH2:4][CH2:5][O:6][C@@H:7]1[CH2:12][CH2:11][CH2:10][NH:9][CH2:8]1.[C:13]([O:17][C:18](=[O:28])[NH:19][C@@H:20]1[CH2:25][CH2:24][CH2:23][CH2:22][C@H:21]1[CH:26]=O)([CH3:16])([CH3:15])[CH3:14].C(O[BH-](OC(=O)C)OC(=O)C)(=O)C.[Na+].[OH-].[Na+]. (2) Given the product [ClH:26].[OH:24][CH2:23][CH2:22][O:1][NH:2][C:3](=[O:9])[O:4][C:5]([CH3:8])([CH3:7])[CH3:6], predict the reactants needed to synthesize it. The reactants are: [OH:1][NH:2][C:3](=[O:9])[O:4][C:5]([CH3:8])([CH3:7])[CH3:6].C1CCN2C(=NCCC2)CC1.Br[CH2:22][CH2:23][OH:24].C(Cl)[Cl:26].